Dataset: Reaction yield outcomes from USPTO patents with 853,638 reactions. Task: Predict the reaction yield, written as a fraction of the theoretical maximum amount of product (1.0 means a 100% yield; for example, 0.34 means a 34% yield). (1) The reactants are [NH2:1][C:2]1[C:7]([CH:8]=[O:9])=[CH:6][N:5]=[C:4]([S:10][CH3:11])[N:3]=1.[CH3:12][Mg]Br.C(OCC)C.[Br-]. The catalyst is O1CCCC1. The product is [NH2:1][C:2]1[C:7]([CH:8]([OH:9])[CH3:12])=[CH:6][N:5]=[C:4]([S:10][CH3:11])[N:3]=1. The yield is 0.960. (2) The reactants are [CH:1]1([CH2:4][O:5][NH:6][C:7]([C:9]2[C:17]([NH:18][C:19]3[CH:24]=[CH:23][C:22]([C:25]#[C:26][Si](C)(C)C)=[CH:21][C:20]=3[CH3:31])=[C:16]([F:32])[C:12]3[N:13]=[CH:14][NH:15][C:11]=3[CH:10]=2)=[O:8])[CH2:3][CH2:2]1.CCCC[N+](CCCC)(CCCC)CCCC.[F-]. The catalyst is O1CCCC1.O. The product is [CH:1]1([CH2:4][O:5][NH:6][C:7]([C:9]2[C:17]([NH:18][C:19]3[CH:24]=[CH:23][C:22]([C:25]#[CH:26])=[CH:21][C:20]=3[CH3:31])=[C:16]([F:32])[C:12]3[N:13]=[CH:14][NH:15][C:11]=3[CH:10]=2)=[O:8])[CH2:3][CH2:2]1. The yield is 0.650. (3) The reactants are [Cl:1][C:2]1[CH:3]=[C:4]([C:10]([CH3:14])=[CH:11][C:12]=1Cl)[C:5]([O:7][CH2:8][CH3:9])=[O:6].[SH-:15].[Na+].Cl.C(=O)([O-])[O-].[K+].[K+].[CH2:24](Cl)[C:25](=[CH2:27])[CH3:26]. The catalyst is CN(C)C=O.C(OCC)(=O)C. The product is [Cl:1][C:2]1[CH:3]=[C:4]([C:5]([O:7][CH2:8][CH3:9])=[O:6])[C:10]([CH3:14])=[CH:11][C:12]=1[CH2:26][C:25]1([CH3:27])[S:15][CH2:24]1. The yield is 0.800. (4) The product is [CH2:1]([N:5]([CH:8]=[CH2:9])[CH:6]=[O:7])[CH2:2][CH2:3][CH2:4][CH2:11][CH3:12]. The yield is 0.630. No catalyst specified. The reactants are [CH2:1]([N:5]([CH:8]=[CH2:9])[CH:6]=[O:7])[CH2:2][CH2:3][CH3:4].Br[CH2:11][CH2:12]CCCC.[Na+].[Cl-].